From a dataset of Peptide-MHC class I binding affinity with 185,985 pairs from IEDB/IMGT. Regression. Given a peptide amino acid sequence and an MHC pseudo amino acid sequence, predict their binding affinity value. This is MHC class I binding data. (1) The peptide sequence is CTSHGKQNV. The MHC is HLA-A24:02 with pseudo-sequence HLA-A24:02. The binding affinity (normalized) is 0. (2) The peptide sequence is YFPDWQNYT. The MHC is HLA-B15:01 with pseudo-sequence HLA-B15:01. The binding affinity (normalized) is 0.